Predict the product of the given reaction. From a dataset of Forward reaction prediction with 1.9M reactions from USPTO patents (1976-2016). (1) Given the reactants [F:1][C:2]1[CH:3]=[C:4]([CH:12]=[CH:13][CH:14]=1)[O:5][CH:6]1[CH2:11][CH2:10][CH2:9][CH2:8][O:7]1.[Li][CH2:16]CCC.CI, predict the reaction product. The product is: [F:1][C:2]1[C:3]([CH3:16])=[C:4]([CH:12]=[CH:13][CH:14]=1)[O:5][CH:6]1[CH2:11][CH2:10][CH2:9][CH2:8][O:7]1. (2) Given the reactants [CH3:1][C:2]1[CH:7]=[CH:6][C:5]([S:8]([O:11][CH2:12][C@@H:13]2[O:19][C:18]3[C:20]([C:25]4[C:30]([Cl:31])=[CH:29][CH:28]=[CH:27][C:26]=4[Cl:32])=[CH:21][C:22]([F:24])=[CH:23][C:17]=3[CH2:16][CH:15]=[CH:14]2)(=[O:10])=[O:9])=[CH:4][CH:3]=1.[H][H], predict the reaction product. The product is: [CH3:1][C:2]1[CH:7]=[CH:6][C:5]([S:8]([O:11][CH2:12][C@@H:13]2[O:19][C:18]3[C:20]([C:25]4[C:30]([Cl:31])=[CH:29][CH:28]=[CH:27][C:26]=4[Cl:32])=[CH:21][C:22]([F:24])=[CH:23][C:17]=3[CH2:16][CH2:15][CH2:14]2)(=[O:10])=[O:9])=[CH:4][CH:3]=1. (3) The product is: [F:13][C:14]1[CH:19]=[CH:18][CH:17]=[C:16]2[C:15]=1[CH2:20][C:21]([CH3:23])([CH3:22])[N:35]=[C:34]2[C:26]1[CH:25]=[N:24][C:33]2[C:28]([CH:27]=1)=[CH:29][CH:30]=[CH:31][CH:32]=2. Given the reactants FC(F)(F)S(O)(=O)=O.ClC(Cl)C.[F:13][C:14]1[CH:19]=[CH:18][CH:17]=[CH:16][C:15]=1[CH:20]=[C:21]([CH3:23])[CH3:22].[N:24]1[C:33]2[C:28](=[CH:29][CH:30]=[CH:31][CH:32]=2)[CH:27]=[C:26]([C:34]#[N:35])[CH:25]=1, predict the reaction product. (4) Given the reactants [CH:1]([C@@H:4]1[C:9]([O:10][CH3:11])=[N:8][C@@H:7]([C@H:12]([C:14]2[CH:19]=[CH:18][C:17]([C:20]([F:23])([F:22])[F:21])=[CH:16][CH:15]=2)[OH:13])[C:6]([O:24][CH3:25])=[N:5]1)([CH3:3])[CH3:2].N1C=CN=C1.[C:31]([Si:35](Cl)([CH3:37])[CH3:36])([CH3:34])([CH3:33])[CH3:32], predict the reaction product. The product is: [Si:35]([O:13][C@@H:12]([C:14]1[CH:19]=[CH:18][C:17]([C:20]([F:22])([F:21])[F:23])=[CH:16][CH:15]=1)[C@H:7]1[C:6]([O:24][CH3:25])=[N:5][C@H:4]([CH:1]([CH3:3])[CH3:2])[C:9]([O:10][CH3:11])=[N:8]1)([C:31]([CH3:34])([CH3:33])[CH3:32])([CH3:37])[CH3:36].